Task: Binary Classification. Given a miRNA mature sequence and a target amino acid sequence, predict their likelihood of interaction.. Dataset: Experimentally validated miRNA-target interactions with 360,000+ pairs, plus equal number of negative samples (1) The miRNA is mmu-miR-758-3p with sequence UUUGUGACCUGGUCCACUA. The protein sequence of the target gene is MVGVPGAAAFQLGCEKRVPAMPGSPVEVKIQSRSSPPIMPPLPPINPGGPRPVSFTPTALSNGINHSPPTLNGAPSPPQRFSNGPASSTSSALTNQQLPATCGARQLSKLKRFLTTLQQFGNDISPEIGEKVRTLVLALVNSTVTIEEFHCKLQEATNFPLRPFVIPFLKANLPLLQRELLHCARAAKQTPSQYLAQHEHLLLNTSIASPADSSELLMEVHGNGKRPSPERRDENNFERDTVPPEPPAKRVCTISPAPRHSPALTVPLMNPGGQFHPTPPPLQHYTLEDIATSHLYREPN.... Result: 1 (interaction). (2) The miRNA is hsa-miR-3911 with sequence UGUGUGGAUCCUGGAGGAGGCA. The protein sequence of the target gene is MRNIFKRNQEPIVAPATTTATMPIGPVDNSTESGGAGESQEDMFAKLKEKLFNEINKIPLPPWALIAIAVVAGLLLLTCCFCICKKCCCKKKKNKKEKGKGMKNAMNMKDMKGGQDDDDAETGLTEGEGEGEEEKEPENLGKLQFSLDYDFQANQLTVGVLQAAELPALDMGGTSDPYVKVFLLPDKKKKYETKVHRKTLNPAFNETFTFKVPYQELGGKTLVMAIYDFDRFSKHDIIGEVKVPMNTVDLGQPIEEWRDLQGGEKEEPEKLGDICTSLRYVPTAGKLTVCILEAKNLKKM.... Result: 1 (interaction). (3) The miRNA is hsa-miR-3192-5p with sequence UCUGGGAGGUUGUAGCAGUGGAA. The protein sequence of the target gene is MDAFQGILKFFLNQKTVIGYSFMALLTVGSERLFSVVAFKCPCSTENMTYGLVFLFAPAWVLLILGFFLNNRSWRLFTGCCVNPRKIFPRGHSCRFFYVLGQITLSSLVAPVMWLSVALLNGTFYECAMSGTRSSGLLELICKGKPKECWEELHKVSCGKTSMLPTVNEELKLSLQAQSQILGWCLICSASFFSLLTTCYARCRSKVSYLQLSFWKTYAQKEKEQLENTFLDYANKLSERNLKCFFENKRPDPFPMPTFAAWEAASELHSFHQSQQHYSTLHRVVDNGLQLSPEDDETTM.... Result: 1 (interaction). (4) The miRNA is hsa-miR-1273h-5p with sequence CUGGGAGGUCAAGGCUGCAGU. The protein sequence of the target gene is MSESELGRKWDRCLADAVVKIGTGFGLGIVFSLTFFKRRMWPLAFGSGMGLGMAYSNCQHDFQAPYLLHGKYVKEQEQ. Result: 1 (interaction). (5) The miRNA is mmu-miR-3963 with sequence UGUAUCCCACUUCUGACAC. The protein sequence of the target gene is MPHLENVVLCRESQVSILQSLFGERHHFSFPSIFIYGHTASGKTYVTQTLLKTLELPHVFVNCVECFTLRLLLEQILNKLNHLSSSEDGCSTEITCETFNDFVRLFKQVTTAENLKDQTVYIVLDKAEYLRDMEANLLPGFLRLQELADRNVTVLFLSEIVWEKFRPNTGCFEPFVLYFPDYSIGNLQKILSHDHPPEYSADFYAAYINILLGVFYTVCRDLKELRHLAVLNFPKYCEPVVKGEASERDTRKLWRNIEPHLKKAMQTVYLREISSSQWEKLQKDDTDPGQLKGLSAHTHV.... Result: 0 (no interaction). (6) The miRNA is hsa-miR-513a-3p with sequence UAAAUUUCACCUUUCUGAGAAGG. Result: 0 (no interaction). The protein sequence of the target gene is MDNGDWGYMMTDPVTLNVGGHLYTTSLTTLTRYPDSMLGAMFGGDFPTARDPQGNYFIDRDGPLFRYVLNFLRTSELTLPLDFKEFDLLRKEADFYQIEPLIQCLNDPKPLYPMDTFEEVVELSSTRKLSKYSNPVAVIITQLTITTKVHSLLEGISNYFTKWNKHMMDTRDCQVSFTFGPCDYHQEVSLRVHLMEYITKQGFTIRNTRVHHMSERANENTVEHNWTFCRLARKTDD. (7) The miRNA is hsa-miR-4520-5p with sequence CCUGCGUGUUUUCUGUCCAA. The protein sequence of the target gene is MELRTRGWWLLCAAAALVVCARGDPASKSRSCSEVRQIYGAKGFSLSDVPQAEISGEHLRICPQGYTCCTSEMEENLANHSRMELESALHDSSRALQATLATQLHGIDDHFQRLLNDSERTLQEAFPGAFGDLYTQNTRAFRDLYAELRLYYRGANLHLEETLAEFWARLLERLFKQLHPQLLPDDYLDCLGKQAEALRPFGDAPRELRLRATRAFVAARSFVQGLGVASDVVRKVAQVPLAPECSRAIMKLVYCAHCRGVPGARPCPDYCRNVLKGCLANQADLDAEWRNLLDSMVLIT.... Result: 0 (no interaction). (8) The miRNA is hsa-miR-1-3p with sequence UGGAAUGUAAAGAAGUAUGUAU. The protein sequence of the target gene is MAILFAVVARGTTILAKHAWCGGNFLEVTEQILAKIPSENNKLTYSHGNYLFHYICQDRIVYLCITDDDFERSRAFNFLNEIKKRFQTTYGSRAQTALPYAMNSEFSSVLAAQLKHHSENKGLDKVMETQAQVDELKGIMVRNIDLVAQRGERLELLIDKTENLVDSSVTFKTTSRNLARAMCMKNLKLTIIIIIVSIVFIYIIVSPLCGGFTWPSCVKK. Result: 1 (interaction). (9) The miRNA is mmu-miR-1898 with sequence AGGUCAAGGUUCACAGGGGAUC. The protein sequence of the target gene is MANSERTFIAIKPDGVQRGLVGEIIKRFEQKGFRLVGLKFLQASEDLLKEHYTDLKDRPFFTGLVKYMHSGPVVAMVWEGLNVVKTGRVMLGETNPADSKPGTIRGDFCIQVGRNIIHGSDSVKSAEKEISLWFQPEELVEYKSCAQNWIYE. Result: 0 (no interaction). (10) The miRNA is hsa-miR-6514-5p with sequence UAUGGAGUGGACUUUCAGCUGGC. The protein sequence of the target gene is MGVRGLQGFVGSTCPHICTVVNFKELAEHHRSKYPGCTPTIVVDAMCCLRYWYTPESWICGGQWREYFSALRDFVKTFTAAGIKLIFFFDGMVEQDKRDEWVKRRLKNNREISRIFHYIKSHKEQPGRNMFFIPSGLAVFTRFALKTLGQETLCSLQEADYEVASYGLQHNCLGILGEDTDYLIYDTCPYFSISELCLESLDTVMLCREKLCESLGLCVADLPLLACLLGNDIIPEGMFESFRYKCLSSYTSVKENFDKKGNIILAVSDHISKVLYLYQGEKKLEEILPLGPNKALFYKG.... Result: 0 (no interaction).